This data is from CYP2C9 inhibition data for predicting drug metabolism from PubChem BioAssay. The task is: Regression/Classification. Given a drug SMILES string, predict its absorption, distribution, metabolism, or excretion properties. Task type varies by dataset: regression for continuous measurements (e.g., permeability, clearance, half-life) or binary classification for categorical outcomes (e.g., BBB penetration, CYP inhibition). Dataset: cyp2c9_veith. (1) The molecule is CC(C)(C)C(=O)OCOC(=O)[C@@H]1N2C(=O)[C@@H](N=CN3CCCCCC3)[C@H]2SC1(C)C. The result is 0 (non-inhibitor). (2) The drug is O=C1c2ccccc2C(=O)N1C1(C(=O)NC2(C(=O)O)CCCC2)CCCC1. The result is 0 (non-inhibitor). (3) The compound is O=C(Nc1nnc(C2CC2)s1)c1ccncc1. The result is 1 (inhibitor). (4) The result is 0 (non-inhibitor). The compound is COc1ccccc1CN1CCCC2(CCN(C(C)=O)CC2)C1. (5) The drug is C#CCCCO/N=C1/C[C@@H](O)[C@@H](O)[C@H]2[C@@H]1CC[C@@H]1C(=O)N(Cc3ccc4c(c3)OCO4)C(=O)[C@H]12. The result is 0 (non-inhibitor). (6) The molecule is COc1ccc(OC)c(NC(=O)[C@H]2CC=CC[C@H]2C(=O)O)c1. The result is 0 (non-inhibitor).